The task is: Predict the reactants needed to synthesize the given product.. This data is from Full USPTO retrosynthesis dataset with 1.9M reactions from patents (1976-2016). (1) Given the product [CH2:34]([C:2]1[C:3]([C:13]#[N:14])=[N:4][C:5]2[C:10]([N:11]=1)=[CH:9][CH:8]=[C:7]([Cl:12])[CH:6]=2)[C:35]1[CH:40]=[CH:39][CH:38]=[CH:37][CH:36]=1, predict the reactants needed to synthesize it. The reactants are: Br[C:2]1[C:3]([C:13]#[N:14])=[N:4][C:5]2[C:10]([N:11]=1)=[CH:9][CH:8]=[C:7]([Cl:12])[CH:6]=2.[As](C1C=CC=CC=1)(C1C=CC=CC=1)C1C=CC=CC=1.[CH2:34]([Sn](CCCC)(CCCC)CCCC)[C:35]1[CH:40]=[CH:39][CH:38]=[CH:37][CH:36]=1. (2) Given the product [CH:1]1([N:6]2[C:11]3[N:12]=[C:13]([NH:34][C:31]4[CH:30]=[CH:29][C:28]([C:27]([NH:26][CH2:23][CH2:24][CH3:25])=[O:35])=[CH:33][CH:32]=4)[N:14]=[CH:15][C:10]=3[C:9]([CH3:20])=[CH:8][C:7]2=[O:21])[CH2:5][CH2:4][CH2:3][CH2:2]1, predict the reactants needed to synthesize it. The reactants are: [CH:1]1([N:6]2[C:11]3[N:12]=[C:13](S(C)(=O)=O)[N:14]=[CH:15][C:10]=3[C:9]([CH3:20])=[CH:8][C:7]2=[O:21])[CH2:5][CH2:4][CH2:3][CH2:2]1.Cl.[CH2:23]([NH:26][C:27](=[O:35])[C:28]1[CH:33]=[CH:32][C:31]([NH2:34])=[CH:30][CH:29]=1)[CH2:24][CH3:25]. (3) Given the product [OH:33][CH2:32][CH2:31][O:34][CH2:22][C:21](=[CH2:24])[C:20]([O:19][CH2:17][CH3:18])=[O:23], predict the reactants needed to synthesize it. The reactants are: FC(F)(F)S(OS(C(F)(F)F)(=O)=O)(=O)=O.O[CH:17]([O:19][C:20](=[O:23])[CH:21]=[CH2:22])[CH3:18].[CH2:24](N(CC)CC)C.[CH2:31]([OH:34])[CH2:32][OH:33]. (4) Given the product [CH:41]1([S:38]([NH:37][C:35]([C:32]2([NH:31][C:24]([C:23]3[CH:22]=[C:21]([C:18]4[CH:19]=[CH:20][C:10]5[O:9][C:8]([C:5]6[CH:6]=[CH:7][C:2]([F:1])=[CH:3][CH:4]=6)=[C:12]([C:13]([NH:14][CH3:15])=[O:16])[C:11]=5[CH:17]=4)[CH:29]=[CH:28][CH:27]=3)=[O:25])[CH2:34][CH2:33]2)=[O:36])(=[O:40])=[O:39])[CH2:43][CH2:42]1, predict the reactants needed to synthesize it. The reactants are: [F:1][C:2]1[CH:7]=[CH:6][C:5]([C:8]2[O:9][C:10]3[CH:20]=[CH:19][C:18]([C:21]4[CH:22]=[C:23]([CH:27]=[CH:28][CH:29]=4)[C:24](O)=[O:25])=[CH:17][C:11]=3[C:12]=2[C:13](=[O:16])[NH:14][CH3:15])=[CH:4][CH:3]=1.Cl.[NH2:31][C:32]1([C:35]([NH:37][S:38]([CH:41]2[CH2:43][CH2:42]2)(=[O:40])=[O:39])=[O:36])[CH2:34][CH2:33]1.CN(C(ON1N=NC2C=CC=NC1=2)=[N+](C)C)C.F[P-](F)(F)(F)(F)F.CCN(C(C)C)C(C)C. (5) Given the product [F:9][C:10]1[CH:15]=[CH:14][C:13]([CH:1]([C:2]2[CH:7]=[CH:6][CH:5]=[CH:4][CH:3]=2)[OH:8])=[CH:12][CH:11]=1, predict the reactants needed to synthesize it. The reactants are: [CH:1](=[O:8])[C:2]1[CH:7]=[CH:6][CH:5]=[CH:4][CH:3]=1.[F:9][C:10]1[CH:15]=[CH:14][C:13]([Mg]Br)=[CH:12][CH:11]=1.Cl. (6) Given the product [CH2:14]([C:13]([C:11]1[S:10][C:9]2[CH:33]=[C:5]([C:3]([OH:4])=[O:2])[CH:6]=[CH:7][C:8]=2[CH:12]=1)([C:16]1[CH:21]=[CH:20][C:19]([O:22][CH2:23][C:24]([CH2:25][CH3:26])([OH:27])[CH2:28][CH3:29])=[C:18]([CH3:30])[CH:17]=1)[CH2:31][CH3:32])[CH3:15], predict the reactants needed to synthesize it. The reactants are: C[O:2][C:3]([C:5]1[CH:6]=[CH:7][C:8]2[CH:12]=[C:11]([C:13]([CH2:31][CH3:32])([C:16]3[CH:21]=[CH:20][C:19]([O:22][CH2:23][C:24]([CH2:28][CH3:29])([OH:27])[CH2:25][CH3:26])=[C:18]([CH3:30])[CH:17]=3)[CH2:14][CH3:15])[S:10][C:9]=2[CH:33]=1)=[O:4].[OH-].[Na+].Cl. (7) The reactants are: [C:1]([C:3]1[N:4]=[C:5]([O:13][C@@H:14]2[CH2:18][CH2:17][N:16]([C:19]([O:21][C:22]([CH3:25])([CH3:24])[CH3:23])=[O:20])[CH2:15]2)[C:6]2[C:11]([CH:12]=1)=[CH:10][CH:9]=[CH:8][CH:7]=2)#[N:2].[NH:26]([C:28](OCC)=[O:29])[NH2:27]. Given the product [O:29]=[C:28]1[NH:26][N:27]=[C:1]([C:3]2[N:4]=[C:5]([O:13][C@@H:14]3[CH2:18][CH2:17][N:16]([C:19]([O:21][C:22]([CH3:25])([CH3:24])[CH3:23])=[O:20])[CH2:15]3)[C:6]3[C:11]([CH:12]=2)=[CH:10][CH:9]=[CH:8][CH:7]=3)[NH:2]1, predict the reactants needed to synthesize it. (8) Given the product [CH3:1][S:2]([C:5]1[S:9][C:8]([C:10]2[CH:11]=[CH:12][C:13]([C:14]([N:51]3[CH2:55][CH2:54][CH2:53][C@H:52]3[CH2:56][N:57]3[CH2:61][CH2:60][CH2:59][CH2:58]3)=[O:16])=[CH:17][CH:18]=2)=[CH:7][CH:6]=1)(=[O:3])=[O:4], predict the reactants needed to synthesize it. The reactants are: [CH3:1][S:2]([C:5]1[S:9][C:8]([C:10]2[CH:18]=[CH:17][C:13]([C:14]([OH:16])=O)=[CH:12][CH:11]=2)=[CH:7][CH:6]=1)(=[O:4])=[O:3].[Li].CCN=C=NCCCN(C)C.Cl.C1C=CC2N(O)N=NC=2C=1.CCN(C(C)C)C(C)C.[NH:51]1[CH2:55][CH2:54][CH2:53][C@H:52]1[CH2:56][N:57]1[CH2:61][CH2:60][CH2:59][CH2:58]1. (9) Given the product [C:7]([O:11][C:12]([N:14]1[CH:18]=[CH:17][CH:16]=[C:15]1[C:33]1[CH:32]=[N:31][CH:30]=[C:29]([Br:28])[CH:34]=1)=[O:13])([CH3:10])([CH3:9])[CH3:8], predict the reactants needed to synthesize it. The reactants are: C(=O)([O-])[O-].[Cs+].[Cs+].[C:7]([O:11][C:12]([N:14]1[CH:18]=[CH:17][CH:16]=[C:15]1B(O)O)=[O:13])([CH3:10])([CH3:9])[CH3:8].O1CCOCC1.[Br:28][C:29]1[CH:30]=[N:31][CH:32]=[C:33](Br)[CH:34]=1.